Dataset: Forward reaction prediction with 1.9M reactions from USPTO patents (1976-2016). Task: Predict the product of the given reaction. (1) Given the reactants [OH:1][C@H:2]([C:26]1[CH:27]=[N:28][CH:29]=[CH:30][CH:31]=1)[CH2:3][N:4]([CH2:12][C@H:13]1[CH2:22][CH2:21][C:20]2[C:15](=[CH:16][CH:17]=[C:18]([N+:23]([O-])=O)[CH:19]=2)[O:14]1)[C:5](=[O:11])[O:6][C:7]([CH3:10])([CH3:9])[CH3:8].[BH4-].[Na+], predict the reaction product. The product is: [NH2:23][C:18]1[CH:19]=[C:20]2[C:15](=[CH:16][CH:17]=1)[O:14][C@@H:13]([CH2:12][N:4]([CH2:3][C@H:2]([OH:1])[C:26]1[CH:27]=[N:28][CH:29]=[CH:30][CH:31]=1)[C:5](=[O:11])[O:6][C:7]([CH3:10])([CH3:9])[CH3:8])[CH2:22][CH2:21]2. (2) Given the reactants [Cl:1][C:2]1[N:9]=[C:8]([Cl:10])[C:7]([F:11])=[CH:6][C:3]=1[C:4]#[N:5].S(=O)(=O)(O)[OH:13], predict the reaction product. The product is: [Cl:1][C:2]1[N:9]=[C:8]([Cl:10])[C:7]([F:11])=[CH:6][C:3]=1[C:4]([NH2:5])=[O:13]. (3) Given the reactants [Br:1][C:2]1[CH:3]=[C:4]2[C:8](=[CH:9][CH:10]=1)[N:7]([C:11](=[O:23])[CH2:12][C@@H:13]([NH:15]C(=O)OC(C)(C)C)[CH3:14])[CH:6]=[C:5]2/[C:24](/[C:36]#[N:37])=[CH:25]/[C:26]1[CH:31]=[C:30]([C:32]#[N:33])[CH:29]=[CH:28][C:27]=1[O:34][CH3:35].[ClH:38], predict the reaction product. The product is: [ClH:38].[NH2:15][C@@H:13]([CH3:14])[CH2:12][C:11]([N:7]1[C:8]2[C:4](=[CH:3][C:2]([Br:1])=[CH:10][CH:9]=2)[C:5](/[C:24](/[C:36]#[N:37])=[CH:25]/[C:26]2[CH:31]=[C:30]([CH:29]=[CH:28][C:27]=2[O:34][CH3:35])[C:32]#[N:33])=[CH:6]1)=[O:23].